This data is from Full USPTO retrosynthesis dataset with 1.9M reactions from patents (1976-2016). The task is: Predict the reactants needed to synthesize the given product. (1) Given the product [CH3:44][N:45]1[C:7]2[CH:8]=[CH:9][CH:10]=[CH:11][C:6]=2[N:5]=[C:4]1[N:12]([C:24]1[CH:29]=[CH:28][CH:27]=[CH:26][N:25]=1)[CH2:13][CH2:14][CH2:15][CH2:16][CH2:17][CH2:18][CH2:19][C:33]([O:32][CH2:30][CH3:31])=[O:42], predict the reactants needed to synthesize it. The reactants are: [H-].[Na+].O1[C:7]2[CH:8]=[CH:9][CH:10]=[CH:11][C:6]=2[N:5]=[C:4]1[N:12]([C:24]1[CH:29]=[CH:28][CH:27]=[CH:26][N:25]=1)[CH2:13][CH2:14][CH2:15][CH2:16][CH2:17][CH2:18][C:19](OCC)=O.[CH2:30]([O:32][C:33](=[O:42])CCCCCCCI)[CH3:31].O.[CH3:44][N:45](C=O)C. (2) Given the product [F:1][C:2]1[CH:10]=[C:9]2[C:5]([C:6]([C:12]3[N:13]=[C:14]4[C:20]([C:21]([NH:44][C:45]([CH3:57])([CH3:56])[CH2:46][CH2:47][NH:48][C:49](=[O:55])[O:50][C:51]([CH3:53])([CH3:52])[CH3:54])=[O:23])=[CH:19][NH:18][C:15]4=[N:16][CH:17]=3)=[N:7][N:8]2[CH3:11])=[CH:4][CH:3]=1, predict the reactants needed to synthesize it. The reactants are: [F:1][C:2]1[CH:10]=[C:9]2[C:5]([C:6]([C:12]3[N:13]=[C:14]4[C:20]([C:21]([OH:23])=O)=[CH:19][NH:18][C:15]4=[N:16][CH:17]=3)=[N:7][N:8]2[CH3:11])=[CH:4][CH:3]=1.CCN(C(C)C)C(C)C.CCN=C=NCCCN(C)C.[NH2:44][C:45]([CH3:57])([CH3:56])[CH2:46][CH2:47][NH:48][C:49](=[O:55])[O:50][C:51]([CH3:54])([CH3:53])[CH3:52].